This data is from Reaction yield outcomes from USPTO patents with 853,638 reactions. The task is: Predict the reaction yield, written as a fraction of the theoretical maximum amount of product (1.0 means a 100% yield; for example, 0.34 means a 34% yield). (1) The reactants are S(=O)(=O)(O)O.[CH2:6]([CH:8]([CH2:21][CH3:22])[C@H:9]([NH:12][C@H:13]([C:15]1[CH:20]=[CH:19][CH:18]=[CH:17][CH:16]=1)[CH3:14])[C:10]#[N:11])[CH3:7].[NH4+].[OH-:24]. No catalyst specified. The product is [CH2:21]([CH:8]([CH2:6][CH3:7])[C@@H:9]([C:10]([NH2:11])=[O:24])[NH:12][C@H:13]([C:15]1[CH:16]=[CH:17][CH:18]=[CH:19][CH:20]=1)[CH3:14])[CH3:22]. The yield is 0.900. (2) The reactants are [CH3:1][N:2]1[CH2:7][CH2:6][N:5]([C:8]([O:10][C@@H:11]2[N:20]([C:21]3[CH:26]=[CH:25][C:24]([Cl:27])=[CH:23][N:22]=3)[C:18](=[O:19])[C:17]3[C:12]2=[N:13][CH:14]=[CH:15][N:16]=3)=[O:9])[CH2:4][CH2:3]1.C([O-])(=O)[C@@H](CC([O-])=O)O.O.C([O-])([O-])=O.[K+].[K+]. The catalyst is CCOC(C)=O. The product is [CH3:1][N:2]1[CH2:7][CH2:6][N:5]([C:8]([O:10][C@@H:11]2[N:20]([C:21]3[CH:26]=[CH:25][C:24]([Cl:27])=[CH:23][N:22]=3)[C:18](=[O:19])[C:17]3[C:12]2=[N:13][CH:14]=[CH:15][N:16]=3)=[O:9])[CH2:4][CH2:3]1. The yield is 0.862.